Dataset: Full USPTO retrosynthesis dataset with 1.9M reactions from patents (1976-2016). Task: Predict the reactants needed to synthesize the given product. (1) Given the product [CH2:14]([O:13][C:11](=[O:12])[CH2:10][O:7][CH:1]1[CH2:6][CH2:5][CH2:4][CH2:3][CH2:2]1)[CH3:15], predict the reactants needed to synthesize it. The reactants are: [CH:1]1([OH:7])[CH2:6][CH2:5][CH2:4][CH2:3][CH2:2]1.[N+](=[CH:10][C:11]([O:13][CH2:14][CH3:15])=[O:12])=[N-]. (2) Given the product [Cl:29][C:23]1[CH:24]=[CH:25][CH:26]=[C:27]([Cl:28])[C:22]=1[C:20]([NH:19][C@H:18]([C:30]([OH:32])=[O:31])[CH2:17][C:16]1[CH:34]=[CH:35][C:13]([O:12][CH2:11][CH2:10][CH2:9][NH:8][C:36]2[CH:41]=[C:40]([O:42][CH3:43])[CH:39]=[CH:38][N:37]=2)=[CH:14][CH:15]=1)=[O:21], predict the reactants needed to synthesize it. The reactants are: C(OC([N:8]([C:36]1[CH:41]=[C:40]([O:42][CH3:43])[CH:39]=[CH:38][N:37]=1)[CH2:9][CH2:10][CH2:11][O:12][C:13]1[CH:35]=[CH:34][C:16]([CH2:17][C@@H:18]([C:30]([O:32]C)=[O:31])[NH:19][C:20]([C:22]2[C:27]([Cl:28])=[CH:26][CH:25]=[CH:24][C:23]=2[Cl:29])=[O:21])=[CH:15][CH:14]=1)=O)(C)(C)C.C(O)(C(F)(F)F)=O.N. (3) Given the product [Cl:1][C:2]1[CH:14]=[CH:13][C:5]2[CH2:6][NH:7][N:8]([CH3:12])[S:9](=[O:11])(=[O:10])[C:4]=2[C:3]=1[Cl:15], predict the reactants needed to synthesize it. The reactants are: [Cl:1][C:2]1[CH:14]=[CH:13][C:5]2[CH:6]=[N:7][N:8]([CH3:12])[S:9](=[O:11])(=[O:10])[C:4]=2[C:3]=1[Cl:15]. (4) Given the product [CH:3]1([CH2:6][O:7][CH2:8][CH2:9][N:10]2[C:14]3[CH:15]=[CH:16][CH:17]=[CH:18][C:13]=3[N:12]=[C:11]2[N:19]2[CH2:25][CH2:24][CH2:23][NH:22][CH2:21][CH2:20]2)[CH2:4][CH2:5]1, predict the reactants needed to synthesize it. The reactants are: Cl.Cl.[CH:3]1([CH2:6][O:7][CH2:8][CH2:9][N:10]2[C:14]3[CH:15]=[CH:16][CH:17]=[CH:18][C:13]=3[N:12]=[C:11]2[N:19]2[CH2:25][CH2:24][CH2:23][NH:22][CH2:21][CH2:20]2)[CH2:5][CH2:4]1.C([O-])(O)=O.[Na+]. (5) The reactants are: Cl[C:2]1[N:10]=[C:9]2[C:5]([N:6]=[CH:7][N:8]2[CH2:11][CH2:12][N:13]2[CH2:18][CH2:17][CH2:16][CH2:15][CH2:14]2)=[C:4]([N:19]2[CH2:24][CH2:23][O:22][CH2:21][CH2:20]2)[N:3]=1.C([O-])(O)=O.[Na+].[OH:30][CH2:31][C:32]1[CH:33]=[C:34](B(O)O)[CH:35]=[CH:36][CH:37]=1. Given the product [N:19]1([C:4]2[N:3]=[C:2]([C:36]3[CH:37]=[C:32]([CH2:31][OH:30])[CH:33]=[CH:34][CH:35]=3)[N:10]=[C:9]3[C:5]=2[N:6]=[CH:7][N:8]3[CH2:11][CH2:12][N:13]2[CH2:18][CH2:17][CH2:16][CH2:15][CH2:14]2)[CH2:24][CH2:23][O:22][CH2:21][CH2:20]1, predict the reactants needed to synthesize it.